From a dataset of Catalyst prediction with 721,799 reactions and 888 catalyst types from USPTO. Predict which catalyst facilitates the given reaction. (1) Reactant: [NH2:1][C:2]1[CH:7]=[CH:6][N:5]([CH2:8][CH2:9][CH:10]([F:32])[CH2:11][N:12]2[CH:16]=[C:15]([C:17]([NH:19][CH2:20][C:21]3[CH:26]=[CH:25][CH:24]=[C:23]([O:27][C:28]([F:31])([F:30])[F:29])[CH:22]=3)=[O:18])[N:14]=[N:13]2)[C:4](=[O:33])[C:3]=1[F:34].[N:35]1[CH:40]=[CH:39][CH:38]=[CH:37][CH:36]=1.Cl[CH:42]([CH3:46])[C:43](Cl)=[O:44].N1CCCCC1. Product: [F:32][CH:10]([CH2:9][CH2:8][N:5]1[CH:6]=[CH:7][C:2]([NH:1][C:43](=[O:44])[CH:42]([N:35]2[CH2:40][CH2:39][CH2:38][CH2:37][CH2:36]2)[CH3:46])=[C:3]([F:34])[C:4]1=[O:33])[CH2:11][N:12]1[CH:16]=[C:15]([C:17]([NH:19][CH2:20][C:21]2[CH:26]=[CH:25][CH:24]=[C:23]([O:27][C:28]([F:29])([F:30])[F:31])[CH:22]=2)=[O:18])[N:14]=[N:13]1. The catalyst class is: 3. (2) Reactant: Cl.COC1C=C(C=CC=1)C(NC1C=C(C=CC=1)N[C:14]1[C:23]2[C:18](=[CH:19][C:20]([O:26][CH3:27])=[C:21]([O:24][CH3:25])[CH:22]=2)[N:17]=[CH:16][N:15]=1)=O.C[O:35]C1C=C(N)C(=CC=1OC)C(O)=O.C(N)=O. Product: [CH3:25][O:24][C:21]1[CH:22]=[C:23]2[C:18](=[CH:19][C:20]=1[O:26][CH3:27])[N:17]=[CH:16][NH:15][C:14]2=[O:35]. The catalyst class is: 6. (3) Reactant: [CH3:1][C:2]1[NH:3][N:4]([C:8]2[CH:13]=[CH:12][C:11]([CH3:14])=[CH:10][CH:9]=2)[C:5](=[O:7])[CH:6]=1.[F:15][C:16]([F:24])([F:23])[C:17](=[O:22])[C:18]([O:20][CH3:21])=[O:19]. Product: [CH3:21][O:20][C:18](=[O:19])[C:17]([OH:22])([C:16]([F:24])([F:23])[F:15])[C:6]1[C:5](=[O:7])[N:4]([C:8]2[CH:13]=[CH:12][C:11]([CH3:14])=[CH:10][CH:9]=2)[NH:3][C:2]=1[CH3:1]. The catalyst class is: 22. (4) Reactant: C1C=C(Cl)C=C(C(OO)=[O:9])C=1.[Br:12][C:13]1[S:17][C:16]([C:18]([C@H:20]2[CH2:25][CH2:24][C@H:23]([C:26]([O:28][CH2:29][CH3:30])=[O:27])[CH2:22][CH2:21]2)=[CH2:19])=[N:15][CH:14]=1. Product: [Br:12][C:13]1[S:17][C:16]([C:18]2([C@H:20]3[CH2:25][CH2:24][C@H:23]([C:26]([O:28][CH2:29][CH3:30])=[O:27])[CH2:22][CH2:21]3)[CH2:19][O:9]2)=[N:15][CH:14]=1. The catalyst class is: 2.